From a dataset of Forward reaction prediction with 1.9M reactions from USPTO patents (1976-2016). Predict the product of the given reaction. (1) Given the reactants [CH:1]([C:3]1[CH:4]=[CH:5][C:6]2[N:7]([CH:9]=[C:10]([C:12]([NH:14][C:15]3[CH:20]=[CH:19][CH:18]=[CH:17][CH:16]=3)=[O:13])[N:11]=2)[CH:8]=1)=[O:2].[CH3:21][Mg]Cl.[Cl-].[NH4+], predict the reaction product. The product is: [OH:2][CH:1]([C:3]1[CH:4]=[CH:5][C:6]2[N:7]([CH:9]=[C:10]([C:12]([NH:14][C:15]3[CH:20]=[CH:19][CH:18]=[CH:17][CH:16]=3)=[O:13])[N:11]=2)[CH:8]=1)[CH3:21]. (2) Given the reactants [CH2:1]([N:8]1[CH2:13][CH2:12][CH:11]([NH:14][C:15]2[N:20]=[CH:19][C:18](/[CH:21]=[CH:22]/[C:23]([NH:25][O:26]C3CCCCO3)=[O:24])=[CH:17][C:16]=2[Cl:33])[CH2:10][CH2:9]1)[C:2]1[CH:7]=[CH:6][CH:5]=[CH:4][CH:3]=1.[ClH:34], predict the reaction product. The product is: [ClH:33].[ClH:34].[CH2:1]([N:8]1[CH2:13][CH2:12][CH:11]([NH:14][C:15]2[N:20]=[CH:19][C:18](/[CH:21]=[CH:22]/[C:23]([NH:25][OH:26])=[O:24])=[CH:17][C:16]=2[Cl:33])[CH2:10][CH2:9]1)[C:2]1[CH:7]=[CH:6][CH:5]=[CH:4][CH:3]=1.